This data is from Full USPTO retrosynthesis dataset with 1.9M reactions from patents (1976-2016). The task is: Predict the reactants needed to synthesize the given product. (1) Given the product [CH:38]1([C:10]2[C:11]3[C:20]4[CH:19]=[C:18]([O:21][CH3:22])[C:17]([C:23]5[C:24]([F:37])=[C:25]([NH:30][S:31]([CH2:34][CH2:35][CH3:36])(=[O:32])=[O:33])[CH:26]=[CH:27][C:28]=5[F:29])=[CH:16][C:15]=4[CH:14]=[N:13][C:12]=3[NH:8][N:9]=2)[CH2:39][CH2:40]1, predict the reactants needed to synthesize it. The reactants are: C([N:8]1[C:12]2[N:13]=[CH:14][C:15]3[CH:16]=[C:17]([C:23]4[C:24]([F:37])=[C:25]([NH:30][S:31]([CH2:34][CH2:35][CH3:36])(=[O:33])=[O:32])[CH:26]=[CH:27][C:28]=4[F:29])[C:18]([O:21][CH3:22])=[CH:19][C:20]=3[C:11]=2[C:10]([CH:38]2[CH2:40][CH2:39]2)=[N:9]1)C1C=CC=CC=1.C([O-])=O.[NH4+]. (2) Given the product [CH2:6]([O:8][C:9]([C:10]1[N:5]=[C:3]([CH2:2][OH:1])[S:4][CH:11]=1)=[O:14])[CH3:7], predict the reactants needed to synthesize it. The reactants are: [OH:1][CH2:2][C:3]([NH2:5])=[S:4].[CH2:6]([O:8][C:9](=[O:14])[C:10](=O)[CH2:11]Br)[CH3:7].C(Cl)Cl.CO. (3) The reactants are: [N:1]1([C:7]2[CH:15]=[CH:14][C:10]([C:11]([OH:13])=O)=[CH:9][CH:8]=2)[CH2:6][CH2:5][CH2:4][CH2:3][CH2:2]1.C(N1C=CN=C1)(N1C=CN=C1)=O.[NH2:28][C@H:29]1[CH2:34][C:33]2[C:35]([N:39]3[CH2:44][CH2:43][N:42]([CH3:45])[CH2:41][CH2:40]3)=[CH:36][CH:37]=[CH:38][C:32]=2[O:31][CH2:30]1. Given the product [CH3:45][N:42]1[CH2:43][CH2:44][N:39]([C:35]2[C:33]3[CH2:34][C@H:29]([NH:28][C:11](=[O:13])[C:10]4[CH:9]=[CH:8][C:7]([N:1]5[CH2:2][CH2:3][CH2:4][CH2:5][CH2:6]5)=[CH:15][CH:14]=4)[CH2:30][O:31][C:32]=3[CH:38]=[CH:37][CH:36]=2)[CH2:40][CH2:41]1, predict the reactants needed to synthesize it.